From a dataset of Forward reaction prediction with 1.9M reactions from USPTO patents (1976-2016). Predict the product of the given reaction. The product is: [CH2:7]([NH:10][C:11]([N:18]1[C:14]([CH3:13])=[CH:15][C:16]([O:19][C:20]2[CH:25]=[CH:24][C:23]([N+:26]([O-:28])=[O:27])=[CH:22][C:21]=2[C:29]([F:30])([F:31])[F:32])=[N:17]1)=[O:12])[CH2:8][CH3:9]. Given the reactants C(=O)([O-])[O-].[K+].[K+].[CH2:7]([N:10]=[C:11]=[O:12])[CH2:8][CH3:9].[CH3:13][C:14]1[NH:18][N:17]=[C:16]([O:19][C:20]2[CH:25]=[CH:24][C:23]([N+:26]([O-:28])=[O:27])=[CH:22][C:21]=2[C:29]([F:32])([F:31])[F:30])[CH:15]=1.Cl, predict the reaction product.